This data is from Retrosynthesis with 50K atom-mapped reactions and 10 reaction types from USPTO. The task is: Predict the reactants needed to synthesize the given product. (1) Given the product CCOC(=O)n1cc(-n2c(-c3cn(CCCOC(C)=O)c4ccccc34)c(C#N)[nH]c2=O)c2ccccc21, predict the reactants needed to synthesize it. The reactants are: CCOC(=O)n1cc(-n2c(-c3cn(CCCOC(C)=O)c4ccccc34)c(C(N)=O)[nH]c2=O)c2ccccc21. (2) Given the product COc1nc(Cl)nc(-c2ccc(OCC(C)(C)C)cc2)n1, predict the reactants needed to synthesize it. The reactants are: CC(C)(C)COc1ccc(B(O)O)cc1.COc1nc(Cl)nc(Cl)n1. (3) Given the product CCNC(=O)Oc1ccc(-c2nn(C3CCCC3)c3c(F)cccc23)cc1, predict the reactants needed to synthesize it. The reactants are: CCN=C=O.Oc1ccc(-c2nn(C3CCCC3)c3c(F)cccc23)cc1. (4) Given the product C[C@H]1CCN(C(=O)OC(C)(C)C)[C@@H]1C(=O)O, predict the reactants needed to synthesize it. The reactants are: CC(C)(C)OC(=O)OC(=O)OC(C)(C)C.C[C@H]1CCN[C@@H]1C(=O)O. (5) Given the product O=C(CCC1CCCC1)Nc1c(Cl)ccc2nc(N3CC[C@H](NCCO)C3)ccc12, predict the reactants needed to synthesize it. The reactants are: CC(C)(C)[Si](C)(C)OCCN[C@H]1CCN(c2ccc3c(NC(=O)CCC4CCCC4)c(Cl)ccc3n2)C1. (6) Given the product Cn1c(CCc2ccc(C#N)cc2)nc2cc(N(Cc3cccc4ccccc34)C(=O)CCl)ccc21, predict the reactants needed to synthesize it. The reactants are: Cn1c(CCc2ccc(C#N)cc2)nc2cc(NCc3cccc4ccccc34)ccc21.O=C(Cl)CCl. (7) Given the product CCOC(=O)Cc1ccc(OCC(=O)OC(C)(C)C)c(OCC)c1, predict the reactants needed to synthesize it. The reactants are: CC(C)(C)OC(=O)CBr.CCOC(=O)Cc1ccc(O)c(OCC)c1. (8) Given the product Nc1ccc(NC=C(S(=O)(=O)c2ccccc2)S(=O)(=O)c2ccccc2)nc1, predict the reactants needed to synthesize it. The reactants are: O=[N+]([O-])c1ccc(NC=C(S(=O)(=O)c2ccccc2)S(=O)(=O)c2ccccc2)nc1. (9) The reactants are: COc1cccc(N2CCNCC2)c1.Cc1onc(-c2ccccc2Cl)c1C(=O)O. Given the product COc1cccc(N2CCN(C(=O)c3c(-c4ccccc4Cl)noc3C)CC2)c1, predict the reactants needed to synthesize it.